From a dataset of NCI-60 drug combinations with 297,098 pairs across 59 cell lines. Regression. Given two drug SMILES strings and cell line genomic features, predict the synergy score measuring deviation from expected non-interaction effect. (1) Drug 1: CCC1(CC2CC(C3=C(CCN(C2)C1)C4=CC=CC=C4N3)(C5=C(C=C6C(=C5)C78CCN9C7C(C=CC9)(C(C(C8N6C)(C(=O)OC)O)OC(=O)C)CC)OC)C(=O)OC)O.OS(=O)(=O)O. Drug 2: CC1CCCC2(C(O2)CC(NC(=O)CC(C(C(=O)C(C1O)C)(C)C)O)C(=CC3=CSC(=N3)C)C)C. Cell line: SK-MEL-28. Synergy scores: CSS=30.5, Synergy_ZIP=3.07, Synergy_Bliss=1.33, Synergy_Loewe=-7.95, Synergy_HSA=-2.00. (2) Drug 1: CC1=C2C(C(=O)C3(C(CC4C(C3C(C(C2(C)C)(CC1OC(=O)C(C(C5=CC=CC=C5)NC(=O)C6=CC=CC=C6)O)O)OC(=O)C7=CC=CC=C7)(CO4)OC(=O)C)O)C)OC(=O)C. Drug 2: C(CC(=O)O)C(=O)CN.Cl. Cell line: SNB-75. Synergy scores: CSS=25.1, Synergy_ZIP=-2.40, Synergy_Bliss=2.46, Synergy_Loewe=-25.2, Synergy_HSA=4.10. (3) Drug 1: C1CC(=O)NC(=O)C1N2CC3=C(C2=O)C=CC=C3N. Drug 2: C(CCl)NC(=O)N(CCCl)N=O. Cell line: NCIH23. Synergy scores: CSS=10.7, Synergy_ZIP=2.55, Synergy_Bliss=5.93, Synergy_Loewe=6.06, Synergy_HSA=5.60. (4) Drug 1: C#CCC(CC1=CN=C2C(=N1)C(=NC(=N2)N)N)C3=CC=C(C=C3)C(=O)NC(CCC(=O)O)C(=O)O. Drug 2: C(CCl)NC(=O)N(CCCl)N=O. Cell line: MOLT-4. Synergy scores: CSS=19.3, Synergy_ZIP=-7.57, Synergy_Bliss=-3.99, Synergy_Loewe=-1.42, Synergy_HSA=-1.33. (5) Drug 1: CC1CCC2CC(C(=CC=CC=CC(CC(C(=O)C(C(C(=CC(C(=O)CC(OC(=O)C3CCCCN3C(=O)C(=O)C1(O2)O)C(C)CC4CCC(C(C4)OC)OCCO)C)C)O)OC)C)C)C)OC. Drug 2: C1C(C(OC1N2C=NC(=NC2=O)N)CO)O. Cell line: MDA-MB-231. Synergy scores: CSS=4.35, Synergy_ZIP=-4.38, Synergy_Bliss=-1.47, Synergy_Loewe=-3.39, Synergy_HSA=-1.03.